This data is from Reaction yield outcomes from USPTO patents with 853,638 reactions. The task is: Predict the reaction yield, written as a fraction of the theoretical maximum amount of product (1.0 means a 100% yield; for example, 0.34 means a 34% yield). The reactants are [N:1]([CH2:4][C:5]1[CH:10]=[CH:9][C:8]([O:11][CH3:12])=[CH:7][C:6]=1[O:13][CH3:14])=[N+:2]=[N-:3].[CH:15]1([C@@H:19]([N:21]([CH2:28][C:29]#[CH:30])[S:22]([C:24]([CH3:27])([CH3:26])[CH3:25])=[O:23])[CH3:20])[CH2:18][CH2:17][CH2:16]1.O=C1O[C@H]([C@H](CO)O)C([O-])=C1O.[Na+]. The catalyst is CN(C=O)C.[O-]S([O-])(=O)=O.[Cu+2]. The product is [CH:15]1([C@H:19]([N:21]([CH2:28][C:29]2[N:3]=[N:2][N:1]([CH2:4][C:5]3[CH:10]=[CH:9][C:8]([O:11][CH3:12])=[CH:7][C:6]=3[O:13][CH3:14])[CH:30]=2)[S:22]([C:24]([CH3:25])([CH3:27])[CH3:26])=[O:23])[CH3:20])[CH2:18][CH2:17][CH2:16]1. The yield is 0.790.